From a dataset of Full USPTO retrosynthesis dataset with 1.9M reactions from patents (1976-2016). Predict the reactants needed to synthesize the given product. (1) Given the product [Cl:1][C:2]1[CH:10]=[CH:9][CH:8]=[C:7]([N+:11]([O-:13])=[O:12])[C:3]=1[C:4]([NH:18][C:19]1[CH:24]=[CH:23][CH:22]=[CH:21][C:20]=1[CH3:25])=[O:6], predict the reactants needed to synthesize it. The reactants are: [Cl:1][C:2]1[CH:10]=[CH:9][CH:8]=[C:7]([N+:11]([O-:13])=[O:12])[C:3]=1[C:4]([OH:6])=O.O=S(Cl)Cl.[NH2:18][C:19]1[C:20]([CH3:25])=[CH:21][CH:22]=[CH:23][CH:24]=1.C([O-])(O)=O.[Na+]. (2) The reactants are: C(OC(=O)[NH:10][C@H:11]1[CH2:15][C:14](=[O:16])[O:13][CH2:12]1)C1C=CC=CC=1.[C:26](O[C:26]([O:28][C:29]([CH3:32])([CH3:31])[CH3:30])=[O:27])([O:28][C:29]([CH3:32])([CH3:31])[CH3:30])=[O:27]. Given the product [C:29]([O:28][C:26](=[O:27])[NH:10][C@H:11]1[CH2:15][C:14](=[O:16])[O:13][CH2:12]1)([CH3:30])([CH3:31])[CH3:32], predict the reactants needed to synthesize it. (3) Given the product [CH3:37][O:36][C:30]1[CH:29]=[C:28]([NH:27][C:13]([CH:14]2[C:15]3[C:16](=[CH:20][CH:21]=[CH:22][CH:23]=3)[C:17](=[O:19])[N:12]([CH2:11][CH2:10][O:9][CH3:8])[CH:6]2[C:2]2[S:1][CH:5]=[CH:4][CH:3]=2)=[O:24])[CH:33]=[CH:32][C:31]=1[O:34][CH3:35], predict the reactants needed to synthesize it. The reactants are: [S:1]1[CH:5]=[CH:4][CH:3]=[C:2]1[CH:6]=O.[CH3:8][O:9][CH2:10][CH2:11][NH2:12].[C:13]1(=[O:24])[O:19][C:17](=O)[C:16]2=[CH:20][CH:21]=[CH:22][CH:23]=[C:15]2[CH2:14]1.C([NH:27][C:28]1[CH:33]=[CH:32][C:31]([O:34][CH3:35])=[C:30]([O:36][CH3:37])[CH:29]=1)C. (4) Given the product [F:3][C:4]1[CH:5]=[C:6]([N:33]2[CH:38]=[CH:37][CH:36]=[C:35]([C:39]([OH:41])=[O:40])[C:34]2=[O:43])[CH:7]=[CH:8][C:9]=1[O:10][C:11]1[C:20]2[C:15](=[CH:16][C:17]([O:23][CH2:24][CH2:25][CH2:26][N:27]3[CH2:32][CH2:31][O:30][CH2:29][CH2:28]3)=[C:18]([O:21][CH3:22])[CH:19]=2)[N:14]=[CH:13][CH:12]=1, predict the reactants needed to synthesize it. The reactants are: [Li+].[OH-].[F:3][C:4]1[CH:5]=[C:6]([N:33]2[CH:38]=[CH:37][CH:36]=[C:35]([C:39]([O:41]C)=[O:40])[C:34]2=[O:43])[CH:7]=[CH:8][C:9]=1[O:10][C:11]1[C:20]2[C:15](=[CH:16][C:17]([O:23][CH2:24][CH2:25][CH2:26][N:27]3[CH2:32][CH2:31][O:30][CH2:29][CH2:28]3)=[C:18]([O:21][CH3:22])[CH:19]=2)[N:14]=[CH:13][CH:12]=1.Cl. (5) Given the product [CH2:15]([N:11]1[C:12]2[C:7](=[C:6]([OH:29])[C:5]([C:3]([NH:30][CH2:31][CH2:32][C:33]([OH:35])=[O:34])=[O:4])=[N:14][CH:13]=2)[CH:8]=[C:9]([C:23]2[CH:28]=[CH:27][N:26]=[CH:25][CH:24]=2)[C:10]1=[O:22])[C:16]1[CH:17]=[CH:18][CH:19]=[CH:20][CH:21]=1, predict the reactants needed to synthesize it. The reactants are: CO[C:3]([C:5]1[C:6]([OH:29])=[C:7]2[C:12](=[CH:13][N:14]=1)[N:11]([CH2:15][C:16]1[CH:21]=[CH:20][CH:19]=[CH:18][CH:17]=1)[C:10](=[O:22])[C:9]([C:23]1[CH:28]=[CH:27][N:26]=[CH:25][CH:24]=1)=[CH:8]2)=[O:4].[NH2:30][CH2:31][CH2:32][C:33]([OH:35])=[O:34].C[O-].[Na+].